Dataset: Forward reaction prediction with 1.9M reactions from USPTO patents (1976-2016). Task: Predict the product of the given reaction. (1) The product is: [NH2:6][C:4](=[O:5])[C@@H:3]([NH:8][C:9]([N:11]1[C:19]2[CH2:18][CH2:17][N:16]([CH3:20])[CH2:15][C:14]=2[C:13]([C:21]2[CH:22]=[CH:23][C:24]([F:28])=[C:25]([F:27])[CH:26]=2)=[N:12]1)=[O:10])[C@@H:2]([CH3:31])[CH2:30][CH3:33]. Given the reactants C[C:2]([CH3:31])([CH3:30])[C@H:3]([NH:8][C:9]([N:11]1[C:19]2[CH2:18][CH2:17][N:16]([CH3:20])[CH2:15][C:14]=2[C:13]([C:21]2[CH:26]=[C:25]([F:27])[C:24]([F:28])=[CH:23][C:22]=2F)=[N:12]1)=[O:10])[C:4]([NH:6]C)=[O:5].F[C:33]1C=C(C2C3CN(C(OC(C)(C)C)=O)CCC=3NN=2)C=CC=1F.N[C@H](C(N)=O)[C@H](CC)C, predict the reaction product. (2) Given the reactants [OH-].[K+].[N:3]1([CH:9]2[CH2:14][CH2:13][N:12]([CH2:15][C:16]3[C:17]([C:34]4[CH:39]=[CH:38][CH:37]=[C:36]([C:40]([F:43])([F:42])[F:41])[CH:35]=4)=[N:18][C:19]4[C:24]([C:25]=3[C:26]([O:28]C)=[O:27])=[CH:23][C:22]([S:30]([CH3:33])(=[O:32])=[O:31])=[CH:21][CH:20]=4)[CH2:11][CH2:10]2)[CH2:8][CH2:7][CH2:6][CH2:5][CH2:4]1, predict the reaction product. The product is: [N:3]1([CH:9]2[CH2:10][CH2:11][N:12]([CH2:15][C:16]3[C:17]([C:34]4[CH:39]=[CH:38][CH:37]=[C:36]([C:40]([F:41])([F:42])[F:43])[CH:35]=4)=[N:18][C:19]4[C:24]([C:25]=3[C:26]([OH:28])=[O:27])=[CH:23][C:22]([S:30]([CH3:33])(=[O:31])=[O:32])=[CH:21][CH:20]=4)[CH2:13][CH2:14]2)[CH2:8][CH2:7][CH2:6][CH2:5][CH2:4]1.